From a dataset of Reaction yield outcomes from USPTO patents with 853,638 reactions. Predict the reaction yield, written as a fraction of the theoretical maximum amount of product (1.0 means a 100% yield; for example, 0.34 means a 34% yield). The reactants are [I:1]I.[N+:3]([C:6]1[CH:7]=[C:8]([CH:12]=[CH:13][CH:14]=1)[C:9]([OH:11])=[O:10])([O-:5])=[O:4]. The catalyst is S(=O)(=O)(O)O. The product is [I:1][C:13]1[CH:12]=[C:8]([CH:7]=[C:6]([N+:3]([O-:5])=[O:4])[CH:14]=1)[C:9]([OH:11])=[O:10]. The yield is 0.980.